Dataset: Forward reaction prediction with 1.9M reactions from USPTO patents (1976-2016). Task: Predict the product of the given reaction. (1) Given the reactants [CH:1]1[C:10]2[C:5](=[CH:6][CH:7]=[CH:8][CH:9]=2)[CH:4]=[C:3]([C:11]([OH:13])=O)[N:2]=1.Cl.[CH3:15][NH:16][OH:17], predict the reaction product. The product is: [OH:17][N:16]([CH3:15])[C:11]([C:3]1[N:2]=[CH:1][C:10]2[C:5]([CH:4]=1)=[CH:6][CH:7]=[CH:8][CH:9]=2)=[O:13]. (2) The product is: [NH2:3][C:14]1[C:6]([C:5]([OH:15])=[O:1])=[CH:7][CH:8]=[C:9]2[C:13]=1[CH2:12][CH2:11][CH2:10]2. Given the reactants [OH:1]O.[NH:3]1[C:14]2[C:6](=[CH:7][CH:8]=[C:9]3[C:13]=2[CH2:12][CH2:11][CH2:10]3)[C:5](=[O:15])C1=O.[OH-].[Na+].Cl, predict the reaction product. (3) Given the reactants [CH3:1][O:2][C:3]1[C:16]([O:17][CH3:18])=[C:15]([O:19][CH3:20])[CH:14]=[CH:13][C:4]=1[CH:5]=[N:6][CH2:7][CH:8]([O:11][CH3:12])[O:9][CH3:10].[BH4-].[Na+].COC1C=C(C=CC=1OC)CNCC(OC)OC, predict the reaction product. The product is: [CH3:1][O:2][C:3]1[C:16]([O:17][CH3:18])=[C:15]([O:19][CH3:20])[CH:14]=[CH:13][C:4]=1[CH2:5][NH:6][CH2:7][CH:8]([O:9][CH3:10])[O:11][CH3:12]. (4) Given the reactants [C:1]1([C:7]2[N:12]=[CH:11][C:10]([C:13]3[N:14]=[C:15]([CH:18]4[CH2:23][CH2:22][NH:21][CH2:20][CH2:19]4)[NH:16][CH:17]=3)=[CH:9][N:8]=2)[CH:6]=[CH:5][CH:4]=[CH:3][CH:2]=1.Cl[C:25]1[N+:30]([O-])=[N:29][CH:28]=[CH:27][CH:26]=1, predict the reaction product. The product is: [C:1]1([C:7]2[N:12]=[CH:11][C:10]([C:13]3[N:14]=[C:15]([CH:18]4[CH2:23][CH2:22][N:21]([C:28]5[N:29]=[N:30][CH:25]=[CH:26][CH:27]=5)[CH2:20][CH2:19]4)[NH:16][CH:17]=3)=[CH:9][N:8]=2)[CH:2]=[CH:3][CH:4]=[CH:5][CH:6]=1. (5) Given the reactants [O:1]1[C:5]([C:6]2[CH:11]=[CH:10][C:9]([NH:12][NH2:13])=[CH:8][CH:7]=2)=[CH:4][N:3]=[CH:2]1.[OH:14][C:15]1[CH:16]=[C:17]([CH:20]=[CH:21][C:22]=1[O:23][CH3:24])[CH:18]=O, predict the reaction product. The product is: [O:1]1[C:5]([C:6]2[CH:7]=[CH:8][C:9]([NH:12][N:13]=[CH:18][C:17]3[CH:20]=[CH:21][C:22]([O:23][CH3:24])=[C:15]([OH:14])[CH:16]=3)=[CH:10][CH:11]=2)=[CH:4][N:3]=[CH:2]1. (6) Given the reactants C([Sn](CCCC)(CCCC)[C:6]1[S:7][C:8]([CH2:12][CH2:13][C:14]2[CH:19]=[CH:18][C:17]([O:20][CH2:21][C:22]34[O:29][CH2:28][C:25]([CH3:30])([CH2:26][O:27]3)[CH2:24][O:23]4)=[C:16]([CH3:31])[CH:15]=2)=[C:9]([CH3:11])[CH:10]=1)CCC.[F:40][C:41]1[CH:48]=[C:47](Br)[CH:46]=[CH:45][C:42]=1[C:43]#[N:44].O1C=CC=C1P(C1OC=CC=1)C1OC=CC=1, predict the reaction product. The product is: [F:40][C:41]1[CH:48]=[C:47]([C:6]2[S:7][C:8]([CH2:12][CH2:13][C:14]3[CH:19]=[CH:18][C:17]([O:20][CH2:21][C:22]45[O:23][CH2:24][C:25]([CH3:30])([CH2:26][O:27]4)[CH2:28][O:29]5)=[C:16]([CH3:31])[CH:15]=3)=[C:9]([CH3:11])[CH:10]=2)[CH:46]=[CH:45][C:42]=1[C:43]#[N:44].